Binary Classification. Given a miRNA mature sequence and a target amino acid sequence, predict their likelihood of interaction. From a dataset of Experimentally validated miRNA-target interactions with 360,000+ pairs, plus equal number of negative samples. (1) The miRNA is hsa-miR-345-3p with sequence GCCCUGAACGAGGGGUCUGGAG. The protein sequence of the target gene is MSVSSGVQILTKPETVDRRRSAETTKEAGRPLEMAVSEPEASAAEWKQLDPAQSNLYNDVMLENYCNQASMGCQAPKPDMISKLEKGEAPWLGKGKRPSQGCPSKIARPKQKETDGKVQKDDDQLENIQKSQNKLLREVAVKKKTQAKKNGSDCGSLGKKNNLHKKHVPSKKRLLKFESCGKILKQNLDLPDHSRNCVKRKSDAAKEHKKSFNHSLSDTRKGKKQTGKKHEKLSSHSSSDKCNKTGKKHDKLCCHSSSHIKQDKIQTGEKHEKSPSLSSSTKHEKPQACVKPYECNQCGK.... Result: 0 (no interaction). (2) The miRNA is hsa-miR-129-1-3p with sequence AAGCCCUUACCCCAAAAAGUAU. The protein sequence of the target gene is MRLGLCVVALVLSWTHLTISSRGIKGKRQRRISAEGSQACAKGCELCSEVNGCLKCSPKLFILLERNDIRQVGVCLPSCPPGYFDARNPDMNKCIKCKIEHCEACFSHNFCTKCKEGLYLHKGRCYPACPEGSSAANGTMECSSPAQCEMSEWSPWGPCSKKQQLCGFRRGSEERTRRVLHAPVGDHAACSDTKETRRCTVRRVPCPEGQKRRKGGQGRRENANRNLARKESKEAGAGSRRRKGQQQQQQQGTVGPLTSAGPA. Result: 1 (interaction). (3) The miRNA is ath-miR160c-5p with sequence UGCCUGGCUCCCUGUAUGCCA. The protein sequence of the target gene is MFSLPRGFEPPAPEDLGRQSSAELRERLRRQERLLRNEKFICKLPDKGKKISDTVAKLKAAISEREEVRGRSELFHPVSVDCKLRQKATTRADTDVDKAQSSDLMLDTSSLDPDCSSIDIKSSKSTSETQGPTHLTHRGNEETLEAGYTVNSSPAAHIRARAPSSEVKEHLPQHSVSSQEEEISSSIDSLFITKLQKITIADQSEPSEENTSTENFPELQSETPKKPHYMKVLEMRARNPVPPPHKFKTNVLPTQQSDSPSHCQRGQSPASSEEQRRRARQHLDDITAARLLPLHHLPAQ.... Result: 0 (no interaction). (4) The miRNA is hsa-miR-103a-3p with sequence AGCAGCAUUGUACAGGGCUAUGA. The protein sequence of the target gene is MARRGWRRAPLRRGVGSSPRARRLMRPLWLLLAVGVFDWAGASDGGGGEARAMDEEIVSEKQAEESHRQDSANLLIFILLLTLTILTIWLFKHRRARFLHETGLAMIYGLLVGLVLRYGIHVPSDVNNVTLSCEVQSSPTTLLVTFDPEVFFNILLPPIIFYAGYSLKRRHFFRNLGSILAYAFLGTAISCFVIGSIMYGCVTLMKVTGQLAGDFYFTDCLLFGAIVSATDPVTVLAIFHELQVDVELYALLFGESVLNDAVAIVLSSSIVAYQPAGDNSHTFDVTAMFKSIGIFLGIFS.... Result: 1 (interaction). (5) The miRNA is mmu-miR-5135 with sequence AGGUCUAGGUGGCAAGGGCGUCCU. The protein sequence of the target gene is MGAGSARGARGTAAAAAARGGGFLFSWILVSFACHLASTQGAPEDVDILQRLGLSWTKAGSPAPPGVIPFQSGFIFTQRARLQAPTGTVIPAALGTELALVLSLCSHRVNHAFLFAVRSQKRKLQLGLQFLPGKTVVHLGSRRSVAFDLDMHDGRWHHLALELRGRTVTLVTACGQRRVPVLLPFHRDPALDPGGSFLFGKMNPHAVQFEGALCQFSIYPVTQVAHNYCTHLRKQCGQADTYQSPLGPLFSQDSGRPFTFQSDLALLGLENLTTATPALGSLPAGRGPRGTVAPATPTKP.... Result: 0 (no interaction). (6) The miRNA is ath-miR842 with sequence UCAUGGUCAGAUCCGUCAUCC. The protein sequence of the target gene is MRFLAATFLLLALSTAAQAEPVQFKDCGSVDGVIKEVNVSPCPTQPCQLSKGQSYSVNVTFTSNIQSKSSKAVVHGILMGVPVPFPIPEPDGCKSGINCPIQKDKTYSYLNKLPVKSEYPSIKLVVEWQLQDDKNQSLFCWEIPVQIVSHL. Result: 0 (no interaction). (7) Result: 0 (no interaction). The protein sequence of the target gene is MKELQDIARLSDRFISVELVNENLFDWNVKLHQVDKDSVLWQDMKETNTEFILLNLTFPDNFPFSPPFMRVLSPRLENGYVLDGGAICMELLTPRGWSSAYTVEAVMRQFAASLVKGQGRICRKAGKSKKSFSRKEAEATFKSLVKTHEKYGWVTPPVSDG. The miRNA is hsa-miR-4516 with sequence GGGAGAAGGGUCGGGGC.